Dataset: Catalyst prediction with 721,799 reactions and 888 catalyst types from USPTO. Task: Predict which catalyst facilitates the given reaction. Product: [ClH:57].[ClH:57].[OH:1][C:2]1[CH:3]=[CH:4][C:5]([N:8]([CH3:56])[C:9]([C:11]2[CH:12]=[C:13]([C:20]3[CH:21]=[C:22]4[C:27](=[CH:28][C:29]=3[C:30]([N:32]3[C@H:41]([CH2:42][N:43]5[CH2:44][CH2:45][O:46][CH2:47][CH2:48]5)[CH2:40][C:39]5[C:34](=[CH:35][CH:36]=[CH:37][CH:38]=5)[CH2:33]3)=[O:31])[CH2:26][NH:25][CH2:24][CH2:23]4)[N:14]3[C:19]=2[CH2:18][CH2:17][CH2:16][CH2:15]3)=[O:10])=[CH:6][CH:7]=1. Reactant: [OH:1][C:2]1[CH:7]=[CH:6][C:5]([N:8]([CH3:56])[C:9]([C:11]2[CH:12]=[C:13]([C:20]3[CH:21]=[C:22]4[C:27](=[CH:28][C:29]=3[C:30]([N:32]3[C@H:41]([CH2:42][N:43]5[CH2:48][CH2:47][O:46][CH2:45][CH2:44]5)[CH2:40][C:39]5[C:34](=[CH:35][CH:36]=[CH:37][CH:38]=5)[CH2:33]3)=[O:31])[CH2:26][N:25](C(OC(C)(C)C)=O)[CH2:24][CH2:23]4)[N:14]3[C:19]=2[CH2:18][CH2:17][CH2:16][CH2:15]3)=[O:10])=[CH:4][CH:3]=1.[ClH:57].CC(O)C. The catalyst class is: 13.